Predict the reactants needed to synthesize the given product. From a dataset of Full USPTO retrosynthesis dataset with 1.9M reactions from patents (1976-2016). (1) Given the product [C:12]([O:11][C:9](=[O:10])[NH:21][CH2:20][C:19]1[CH:22]=[CH:23][C:24]([Cl:25])=[C:17]([NH2:16])[C:18]=1[Cl:26])([CH3:13])([CH3:14])[CH3:15], predict the reactants needed to synthesize it. The reactants are: [CH3:13][C:12]([O:11][C:9](O[C:9]([O:11][C:12]([CH3:15])([CH3:14])[CH3:13])=[O:10])=[O:10])([CH3:15])[CH3:14].[NH2:16][C:17]1[C:18]([Cl:26])=[C:19]([CH:22]=[CH:23][C:24]=1[Cl:25])[CH2:20][NH2:21].[OH-].[Na+]. (2) Given the product [NH2:30][CH:27]1[CH2:26][CH2:25][N:24]([C:22]([C:21]2[CH:20]=[CH:19][C:18]([C:15]3[CH:16]=[CH:17][C:12]4[N:13]([C:9]([C:6]5[CH:7]=[CH:8][C:3]([C:1]#[N:2])=[CH:4][CH:5]=5)=[CH:10][N:11]=4)[N:14]=3)=[CH:39][CH:38]=2)=[O:23])[CH2:29][CH2:28]1, predict the reactants needed to synthesize it. The reactants are: [C:1]([C:3]1[CH:8]=[CH:7][C:6]([C:9]2[N:13]3[N:14]=[C:15]([C:18]4[CH:39]=[CH:38][C:21]([C:22]([N:24]5[CH2:29][CH2:28][CH:27]([NH:30]C(=O)OC(C)(C)C)[CH2:26][CH2:25]5)=[O:23])=[CH:20][CH:19]=4)[CH:16]=[CH:17][C:12]3=[N:11][CH:10]=2)=[CH:5][CH:4]=1)#[N:2].C(O)(C(F)(F)F)=O. (3) The reactants are: [CH2:1]([N:8]1[CH:12]=[CH:11][C:10]([CH:13]([CH3:15])[CH3:14])=[N:9]1)[C:2]1[CH:7]=[CH:6][CH:5]=[CH:4][CH:3]=1.[N+]([O-])([O-])=O.[Ce+4].[NH4+].[NH4+].[N+]([O-])([O-])=O.[N+]([O-])([O-])=O.[N+]([O-])([O-])=O.[N+]([O-])([O-])=O.[N+]([O-])([O-])=O.C(#N)C.[I:46]I. Given the product [CH2:1]([N:8]1[CH:12]=[C:11]([I:46])[C:10]([CH:13]([CH3:15])[CH3:14])=[N:9]1)[C:2]1[CH:3]=[CH:4][CH:5]=[CH:6][CH:7]=1, predict the reactants needed to synthesize it. (4) Given the product [CH2:12]([N:16]1[C:29](=[O:30])[C:28]2[C:23](=[CH:24][CH:25]=[CH:26][CH:27]=2)[C:22]2[CH:21]=[C:20](/[CH:31]=[CH:33]/[C:34]3[CH:39]=[CH:38][CH:37]=[CH:36][CH:35]=3)[CH:19]=[CH:18][C:17]1=2)[CH2:13][CH2:14][CH3:15], predict the reactants needed to synthesize it. The reactants are: O1CCCC1.CC(C)([O-])C.[K+].[CH2:12]([N:16]1[C:29](=[O:30])[C:28]2[C:23](=[CH:24][CH:25]=[CH:26][CH:27]=2)[C:22]2[CH:21]=[C:20]([CH2:31]O)[CH:19]=[CH:18][C:17]1=2)[CH2:13][CH2:14][CH3:15].[CH2:33](P(=O)(OC)OC)[C:34]1[CH:39]=[CH:38][CH:37]=[CH:36][CH:35]=1. (5) Given the product [NH2:1][C:4]1[CH:5]=[CH:6][C:7]([N:8]([C:23]2[CH:24]=[CH:25][C:26]([C:29]([CH3:36])([CH2:31][C:32]([CH3:35])([CH3:34])[CH3:33])[CH3:30])=[CH:27][CH:28]=2)[C:9]2[CH:14]=[CH:13][C:12]([C:15]([CH3:22])([CH2:17][C:18]([CH3:21])([CH3:20])[CH3:19])[CH3:16])=[CH:11][CH:10]=2)=[CH:37][CH:38]=1, predict the reactants needed to synthesize it. The reactants are: [N+:1]([C:4]1[CH:38]=[CH:37][C:7]([N:8]([C:23]2[CH:28]=[CH:27][C:26]([C:29]([CH3:36])([CH2:31][C:32]([CH3:35])([CH3:34])[CH3:33])[CH3:30])=[CH:25][CH:24]=2)[C:9]2[CH:14]=[CH:13][C:12]([C:15]([CH3:22])([CH2:17][C:18]([CH3:21])([CH3:20])[CH3:19])[CH3:16])=[CH:11][CH:10]=2)=[CH:6][CH:5]=1)([O-])=O.O.NN. (6) Given the product [F:40][C:41]([F:46])([F:45])[C:42]([OH:44])=[O:43].[O:39]=[C:26]([N:27]1[CH2:32][CH2:31][C:30]([CH2:33][C:34]2[S:35][CH:36]=[CH:37][N:38]=2)=[CH:29][CH2:28]1)/[CH:25]=[CH:24]/[C:7]1[CH:8]=[C:9]2[C:4](=[N:5][CH:6]=1)[NH:3][C:2](=[O:1])[C:11]1([CH2:16][CH2:15][NH:14][CH2:13][CH2:12]1)[CH2:10]2, predict the reactants needed to synthesize it. The reactants are: [O:1]=[C:2]1[C:11]2([CH2:16][CH2:15][N:14](C(OC(C)(C)C)=O)[CH2:13][CH2:12]2)[CH2:10][C:9]2[C:4](=[N:5][CH:6]=[C:7](/[CH:24]=[CH:25]/[C:26](=[O:39])[N:27]3[CH2:32][CH2:31][C:30]([CH2:33][C:34]4[S:35][CH:36]=[CH:37][N:38]=4)=[CH:29][CH2:28]3)[CH:8]=2)[NH:3]1.[F:40][C:41]([F:46])([F:45])[C:42]([OH:44])=[O:43]. (7) Given the product [CH3:27][O:26][C:20]1[CH:19]=[C:18]([CH2:17][CH2:16][C:14]2[CH:15]=[C:11]([NH:10][C:8]([C:5]3[CH:4]=[N:3][C:2]([N:32]4[CH2:33][CH2:34][N:29]([CH3:28])[CH:30]([CH3:35])[CH2:31]4)=[CH:7][N:6]=3)=[O:9])[NH:12][N:13]=2)[CH:23]=[C:22]([O:24][CH3:25])[CH:21]=1, predict the reactants needed to synthesize it. The reactants are: Cl[C:2]1[N:3]=[CH:4][C:5]([C:8]([NH:10][C:11]2[NH:12][N:13]=[C:14]([CH2:16][CH2:17][C:18]3[CH:23]=[C:22]([O:24][CH3:25])[CH:21]=[C:20]([O:26][CH3:27])[CH:19]=3)[CH:15]=2)=[O:9])=[N:6][CH:7]=1.[CH3:28][N:29]1[CH2:34][CH2:33][NH:32][CH2:31][CH:30]1[CH3:35]. (8) Given the product [CH3:47][O:46][C:42]1[N:41]=[CH:40][N:39]=[C:38]2[C:43]=1[N:44]=[CH:45][N:37]2[C@H:28]([CH2:29][CH2:30][C:31]1[CH:36]=[CH:35][CH:34]=[CH:33][CH:32]=1)[C@@H:27]([OH:26])[CH3:48], predict the reactants needed to synthesize it. The reactants are: [F-].C([N+](CCCC)(CCCC)CCCC)CCC.[Si]([O:26][C@@H:27]([CH3:48])[C@H:28]([N:37]1[CH:45]=[N:44][C:43]2[C:38]1=[N:39][CH:40]=[N:41][C:42]=2[O:46][CH3:47])[CH2:29][CH2:30][C:31]1[CH:36]=[CH:35][CH:34]=[CH:33][CH:32]=1)(C(C)(C)C)(C)C.ClCCl.CO. (9) Given the product [Br:1][C:2]1[CH:7]=[C:6]([Cl:8])[C:5]([S:9][CH3:10])=[CH:4][C:3]=1[N:11]=[C:18]=[O:19], predict the reactants needed to synthesize it. The reactants are: [Br:1][C:2]1[CH:7]=[C:6]([Cl:8])[C:5]([S:9][CH3:10])=[CH:4][C:3]=1[NH2:11].N1C=CC=CC=1.[C:18](Cl)(Cl)=[O:19]. (10) Given the product [F:22][C:20]1[CH:21]=[C:16]([C:15]2[C:6]([CH:4]([NH2:1])[CH3:5])=[CH:7][CH:8]=[C:9]3[C:14]=2[N:13]=[CH:12][CH:11]=[CH:10]3)[CH:17]=[N:18][CH:19]=1, predict the reactants needed to synthesize it. The reactants are: [N:1]([CH:4]([C:6]1[C:15]([C:16]2[CH:17]=[N:18][CH:19]=[C:20]([F:22])[CH:21]=2)=[C:14]2[C:9]([CH:10]=[CH:11][CH:12]=[N:13]2)=[CH:8][CH:7]=1)[CH3:5])=[N+]=[N-].CP(C)C.C(OCC)(=O)C.